Dataset: Reaction yield outcomes from USPTO patents with 853,638 reactions. Task: Predict the reaction yield, written as a fraction of the theoretical maximum amount of product (1.0 means a 100% yield; for example, 0.34 means a 34% yield). (1) The reactants are [Li+].[BH4-].[CH3:3][OH:4].C(OC(=O)C(C)(C)C[C:11]1[CH:16]=[CH:15][CH:14]=[CH:13][C:12]=1[C:17]1([C:23]2[CH:28]=[CH:27][CH:26]=[C:25]([CH2:29][C:30]([C:33](OCC)=[O:34])([CH3:32])[CH3:31])[CH:24]=2)[S:22][CH2:21][CH2:20][CH2:19][S:18]1)C.[NH4+].[Cl-]. The catalyst is C(Cl)Cl. The product is [OH:34][CH2:33][C:30]([CH3:31])([CH3:32])[CH2:29][C:25]1[CH:24]=[C:23]([C:17]2([C:12]3[CH:11]=[C:16]([CH2:11][C:12]([CH3:17])([CH3:13])[CH2:3][OH:4])[CH:15]=[CH:14][CH:13]=3)[S:18][CH2:19][CH2:20][CH2:21][S:22]2)[CH:28]=[CH:27][CH:26]=1. The yield is 0.850. (2) The reactants are [CH:1]1[NH:5][C:4]([C:6]2[NH:10][CH:9]=[CH:8][N:7]=2)=[N:3]C=1.[H-].[Na+].[C:13]1([CH3:24])C(S(OC)(=O)=O)=CC=CC=1.[CH3:25]N(C=O)C. No catalyst specified. The product is [CH3:25][N:7]1[CH:8]=[CH:9][N:10]=[C:6]1[C:4]1[N:5]([CH3:1])[CH:13]=[CH:24][N:3]=1. The yield is 0.800. (3) The reactants are [F:1][C:2]1[CH:7]=[CH:6][C:5]([N:8]2[CH:16]([CH2:17][C:18]3[CH:23]=[CH:22][C:21]([O:24][CH2:25][CH2:26][CH:27]4[CH2:32][CH2:31][CH2:30][CH2:29][NH:28]4)=[CH:20][CH:19]=3)[C:15]3[C:10](=[CH:11][C:12]([O:33][CH3:34])=[CH:13][CH:14]=3)[C:9]2=O)=[CH:4][CH:3]=1.Cl.C(=O)(O)[O-].[Na+]. The catalyst is O1CCCC1. The product is [F:1][C:2]1[CH:7]=[CH:6][C:5]([N:8]2[CH2:9][C:10]3[C:15](=[CH:14][CH:13]=[C:12]([O:33][CH3:34])[CH:11]=3)[CH:16]2[CH2:17][C:18]2[CH:23]=[CH:22][C:21]([O:24][CH2:25][CH2:26][CH:27]3[CH2:32][CH2:31][CH2:30][CH2:29][NH:28]3)=[CH:20][CH:19]=2)=[CH:4][CH:3]=1. The yield is 0.610. (4) The reactants are [NH2:1][C:2]1[CH:3]=[C:4]([OH:8])[CH:5]=[CH:6][CH:7]=1.[CH3:9][C:10](OC(C)=O)=[O:11].N1[CH:21]=[CH:20]C=CC=1.C([O-])(O)=[O:23].[Na+]. No catalyst specified. The product is [C:10]([O:8][C:4]1[CH:5]=[CH:6][CH:7]=[C:2]([NH:1][C:20](=[O:23])[CH3:21])[CH:3]=1)(=[O:11])[CH3:9]. The yield is 0.930. (5) The catalyst is C(Cl)Cl.O. The reactants are [F:1][C:2]1[CH:7]=[CH:6][CH:5]=[C:4]([F:8])[C:3]=1[N:9]1[C:14]2[N:15]=[C:16]([S:29][CH3:30])[N:17]=[C:18]([C:19]3[CH:20]=[C:21]([CH:25]=[CH:26][C:27]=3[CH3:28])[C:22]([OH:24])=O)[C:13]=2[CH2:12][NH:11][C:10]1=[O:31].C(N(C(C)C)CC)(C)C.CN(C(ON1N=NC2C=CC=NC1=2)=[N+](C)C)C.F[P-](F)(F)(F)(F)F.[F:65][C:66]1[CH:72]=[CH:71][C:69]([NH2:70])=[CH:68][CH:67]=1. The product is [F:1][C:2]1[CH:7]=[CH:6][CH:5]=[C:4]([F:8])[C:3]=1[N:9]1[C:14]2[N:15]=[C:16]([S:29][CH3:30])[N:17]=[C:18]([C:19]3[CH:20]=[C:21]([CH:25]=[CH:26][C:27]=3[CH3:28])[C:22]([NH:70][C:69]3[CH:71]=[CH:72][C:66]([F:65])=[CH:67][CH:68]=3)=[O:24])[C:13]=2[CH2:12][NH:11][C:10]1=[O:31]. The yield is 0.920. (6) The reactants are [CH2:1]([NH:3][C:4]([C:6]1[N:7]=[N:8][N:9]([C:24]2[CH:29]=[C:28]([CH:30]([CH3:32])[CH3:31])[C:27]([O:33]CC3C=CC=CC=3)=[CH:26][C:25]=2[O:41]CC2C=CC=CC=2)[C:10]=1[C:11]1[CH:16]=[CH:15][C:14]([CH2:17][N:18]2[CH2:23][CH2:22][O:21][CH2:20][CH2:19]2)=[CH:13][CH:12]=1)=[O:5])[CH3:2].[H][H]. The catalyst is CCO.[OH-].[OH-].[Pd+2]. The product is [CH2:1]([NH:3][C:4]([C:6]1[N:7]=[N:8][N:9]([C:24]2[CH:29]=[C:28]([CH:30]([CH3:31])[CH3:32])[C:27]([OH:33])=[CH:26][C:25]=2[OH:41])[C:10]=1[C:11]1[CH:16]=[CH:15][C:14]([CH2:17][N:18]2[CH2:19][CH2:20][O:21][CH2:22][CH2:23]2)=[CH:13][CH:12]=1)=[O:5])[CH3:2]. The yield is 0.680. (7) The reactants are [CH:1]([OH:3])=O.[NH2:4][C:5]1[C:12]([N+:13]([O-])=O)=[C:11]([CH3:16])[C:10]([N+:17]([O-])=O)=[CH:9][C:6]=1[C:7]#[N:8].N[C:21]1C([N+]([O-])=O)=C(C)C([N+]([O-])=O)=CC=1C#N.O.C(O)=O. The catalyst is [Pt].O. The product is [CH:1]([NH:17][C:10]1[CH:9]=[C:6]([C:7]#[N:8])[C:5]2[N:4]=[CH:21][NH:13][C:12]=2[C:11]=1[CH3:16])=[O:3]. The yield is 0.650. (8) The reactants are [Cl:1][C:2]1[CH:11]=[CH:10][C:9]2[C:4](=[C:5]([C:13](=O)[CH3:14])[C:6]([F:12])=[CH:7][CH:8]=2)[N:3]=1.C[CH2:17][N:18](CC)CC.[Si](OS(C(F)(F)F)(=O)=O)(C(C)(C)C)(C)C.O.[CH2:39]1[C:44](=[O:45])[N:43](Br)[C:41](=O)[CH2:40]1.C([O-])(=O)C.[NH4+].N1CCC(=O)CC1=O. The catalyst is C(Cl)Cl.CCO. The product is [Cl:1][C:2]1[CH:11]=[CH:10][C:9]2[C:4](=[C:5]([C:13]3[NH:18][C:17]4[CH2:40][CH2:41][NH:43][C:44](=[O:45])[C:39]=4[CH:14]=3)[C:6]([F:12])=[CH:7][CH:8]=2)[N:3]=1. The yield is 0.253. (9) The reactants are C1(P(C2C=CC=CC=2)C2C=CC=CC=2)C=CC=CC=1.[Br:20]Br.[CH2:22]([C:25](O)(O)[C:26]([CH:34]1[CH2:39][CH2:38][CH2:37][CH2:36][CH2:35]1)([CH:28]1[CH2:33][CH2:32][CH2:31][CH2:30][CH2:29]1)[CH3:27])[CH2:23][CH3:24].O. The catalyst is C(#N)C. The product is [Br-:20].[Br-:20].[CH2:22]([CH2:25][C:26]([CH:28]1[CH2:33][CH2:32][CH2:31][CH2:30][CH2:29]1)([CH:34]1[CH2:35][CH2:36][CH2:37][CH2:38][CH2:39]1)[CH3:27])[CH2:23][CH3:24]. The yield is 0.940. (10) The reactants are C1CCC(N=C=NC2CCCCC2)CC1.[CH:16]1[CH:17]=[CH:18][C:19]([NH:26][C:27]2[C:28]([Cl:34])=[CH:29][CH:30]=[CH:31][C:32]=2[Cl:33])=[C:20]([CH2:22][C:23]([OH:25])=[O:24])[CH:21]=1.[CH2:35]1[O:40][CH:39]([C:41]2[CH:46]=[CH:45][CH:44]=[CH:43][CH:42]=2)[O:38][CH2:37][CH:36]1O. The catalyst is CN(C1C=CN=CC=1)C.C(Cl)Cl. The product is [Cl:34][C:28]1[CH:29]=[CH:30][CH:31]=[C:32]([Cl:33])[C:27]=1[NH:26][C:19]1[CH:18]=[CH:17][CH:16]=[CH:21][C:20]=1[CH2:22][C:23]([O:25][CH:36]1[CH2:37][O:38][CH:39]([C:41]2[CH:42]=[CH:43][CH:44]=[CH:45][CH:46]=2)[O:40][CH2:35]1)=[O:24]. The yield is 0.680.